Dataset: Forward reaction prediction with 1.9M reactions from USPTO patents (1976-2016). Task: Predict the product of the given reaction. Given the reactants [OH:1][C:2]1[C:11]2[C:6](=[N:7][CH:8]=[CH:9][CH:10]=2)[N:5]([C:12]2[CH:17]=[CH:16][CH:15]=[CH:14][CH:13]=2)[C:4](=[O:18])[CH:3]=1.[H-].[Na+].[H][H].[F:23][C:24]([F:37])([F:36])[O:25][C:26]1[CH:31]=[CH:30][C:29]([CH2:32][C:33](Cl)=[O:34])=[CH:28][CH:27]=1.C(=O)([O-])O.[Na+], predict the reaction product. The product is: [OH:1][C:2]1[C:11]2[C:6](=[N:7][CH:8]=[CH:9][CH:10]=2)[N:5]([C:12]2[CH:13]=[CH:14][CH:15]=[CH:16][CH:17]=2)[C:4](=[O:18])[C:3]=1[C:33](=[O:34])[CH2:32][C:29]1[CH:30]=[CH:31][C:26]([O:25][C:24]([F:36])([F:23])[F:37])=[CH:27][CH:28]=1.